This data is from Experimentally validated miRNA-target interactions with 360,000+ pairs, plus equal number of negative samples. The task is: Binary Classification. Given a miRNA mature sequence and a target amino acid sequence, predict their likelihood of interaction. (1) The miRNA is mmu-miR-3110-5p with sequence UUCUGCCUCCCCUGAAGGCUC. The protein sequence of the target gene is MVRLLLIFFPMIFLEMSILPRMPDRKVLLAGASSQRSVARMDGDVIIGALFSVHHQPPAEKVPERKCGEIREQYGIQRVEAMFHTLDKINADPVLLPNITLGSEIRDSCWHSSVALEQSIEFIRDSLISIRDEKDGLNRCLPDGQTLPPGRTKKPIAGVIGPGSSSVAIQVQNLLQLFDIPQIAYSATSIDLSDKTLYKYFLRVVPSDTLQARAMLDIVKRYNWTYVSAVHTEGNYGESGMDAFKELAAQEGLCIAHSDKIYSNAGEKSFDRLLRKLRERLPKARVVVCFCEGMTVRGLL.... Result: 1 (interaction). (2) The miRNA is mmu-miR-30c-5p with sequence UGUAAACAUCCUACACUCUCAGC. The protein sequence of the target gene is MAARSWQDELAQQAEEGSARLRELLSVGLGFLRTELGLDLGLEPKRYPGWVILVGTGALGLLLLFLLGYGWAAACAGARKKRRSPPRKREEAAPPTPAPDDLAQLKNLRSEEQKKKNRKKLPEKPKPNGRTVEVPEDEVVRNPRSITAKQAPETDKKNEKSKKNKKKSKSDAKAVQNSSRHDGKEVDEGAWETKISHREKRQQRKRDKVLTDSGSLDSTIPGIENIITVTTEQLTTASFPVGSKKNKGDSHLNVQVSNFKSGKGDSTLQVSSRLNENLTVNGGGWSEKSVKLSSQLSEEK.... Result: 1 (interaction).